Dataset: Reaction yield outcomes from USPTO patents with 853,638 reactions. Task: Predict the reaction yield, written as a fraction of the theoretical maximum amount of product (1.0 means a 100% yield; for example, 0.34 means a 34% yield). The reactants are C([O:4][C@H:5]1[C@H:11]([O:12]C(=O)C)[C@@H:10]([O:16]C(=O)C)[C@:9]2([C:21]3[CH:26]=[CH:25][C:24]([Cl:27])=[C:23]([CH2:28][C:29]4[CH:34]=[CH:33][C:32]([O:35][C:36]5[C:40](=[N:41][O:42][CH3:43])[CH2:39][CH2:38][CH:37]=5)=[CH:31][CH:30]=4)[CH:22]=3)[O:20][C@@:6]1([CH2:44][O:45]C(=O)C)[CH2:7][O:8]2)(=O)C.C1COCC1.O.O[Li].O. The catalyst is CO. The product is [CH3:43][O:42][N:41]=[C:40]1[CH2:39][CH2:38][CH:37]=[C:36]1[O:35][C:32]1[CH:33]=[CH:34][C:29]([CH2:28][C:23]2[CH:22]=[C:21]([C@@:9]34[O:20][C@@:6]([CH2:44][OH:45])([CH2:7][O:8]3)[C@@H:5]([OH:4])[C@H:11]([OH:12])[C@H:10]4[OH:16])[CH:26]=[CH:25][C:24]=2[Cl:27])=[CH:30][CH:31]=1. The yield is 0.905.